From a dataset of Reaction yield outcomes from USPTO patents with 853,638 reactions. Predict the reaction yield, written as a fraction of the theoretical maximum amount of product (1.0 means a 100% yield; for example, 0.34 means a 34% yield). The reactants are C(OC(=O)N[C@@H:8]([CH2:14][N:15]([C:25]([O:27][CH2:28][C:29]1[CH:34]=[CH:33][CH:32]=[CH:31][CH:30]=1)=[O:26])[CH2:16][C:17]1[CH:22]=[CH:21][C:20]([CH3:23])=[CH:19][C:18]=1[CH3:24])[C@@H:9]([OH:13])[CH2:10][CH2:11][CH3:12])(C)(C)C.C(O)(C(F)(F)F)=O.[C:43]([O:47][C:48](=[O:84])[NH:49][C:50]1[CH:55]=[C:54]([C:56]([F:59])([F:58])[F:57])[CH:53]=[C:52]([NH:60][C:61](=[O:83])[CH2:62][C:63](=[O:82])[NH:64][C@@H](CNCC2C=CC(C)=CC=2C)[C@@H](O)CCC)[CH:51]=1)([CH3:46])([CH3:45])[CH3:44].C(N(CC)C(C)C)(C)C.CN(C(ON1N=NC2C=CC=NC1=2)=[N+](C)C)C.F[P-](F)(F)(F)(F)F. The catalyst is C(Cl)Cl. The product is [C:43]([O:47][C:48](=[O:84])[NH:49][C:50]1[CH:55]=[C:54]([C:56]([F:58])([F:59])[F:57])[CH:53]=[C:52]([NH:60][C:61](=[O:83])[CH2:62][C:63](=[O:82])[NH:64][C@@H:8]([CH2:14][N:15]([C:25]([O:27][CH2:28][C:29]2[CH:30]=[CH:31][CH:32]=[CH:33][CH:34]=2)=[O:26])[CH2:16][C:17]2[CH:22]=[CH:21][C:20]([CH3:23])=[CH:19][C:18]=2[CH3:24])[C@@H:9]([OH:13])[CH2:10][CH2:11][CH3:12])[CH:51]=1)([CH3:46])([CH3:44])[CH3:45]. The yield is 0.750.